This data is from Full USPTO retrosynthesis dataset with 1.9M reactions from patents (1976-2016). The task is: Predict the reactants needed to synthesize the given product. (1) Given the product [O:37]=[C:9]1[C:10]2[C:15](=[CH:14][CH:13]=[C:12]([C:17]3[CH:18]=[CH:19][C:20]([NH:23][C:24]([NH:26][C:27]4[CH:32]=[CH:31][CH:30]=[C:29]([C:33]([F:35])([F:34])[F:36])[CH:28]=4)=[O:25])=[CH:21][CH:22]=3)[CH:11]=2)[CH2:16][N:8]1[CH2:4][CH2:5][CH2:7][C:53]([O:55][CH3:56])=[O:54], predict the reactants needed to synthesize it. The reactants are: COC(=O)[C@H:4]([N:8]1[CH2:16][C:15]2[C:10](=[CH:11][C:12]([C:17]3[CH:22]=[CH:21][C:20]([NH:23][C:24]([NH:26][C:27]4[CH:32]=[CH:31][CH:30]=[C:29]([C:33]([F:36])([F:35])[F:34])[CH:28]=4)=[O:25])=[CH:19][CH:18]=3)=[CH:13][CH:14]=2)[C:9]1=[O:37])[CH:5]([CH3:7])C.BrC1C=C2C(CN(CCC[C:53]([O:55][CH3:56])=[O:54])C2=O)=CC=1.CC1(C)C(C)(C)OB(C2C=CC(NC(NC3C=CC=C(C(F)(F)F)C=3)=O)=CC=2)O1. (2) Given the product [Br:1][C:2]1[CH:3]=[CH:4][C:5]([CH:8]([OH:12])[CH2:9][CH2:10][Cl:11])=[CH:6][CH:7]=1, predict the reactants needed to synthesize it. The reactants are: [Br:1][C:2]1[CH:7]=[CH:6][C:5]([C:8](=[O:12])[CH2:9][CH2:10][Cl:11])=[CH:4][CH:3]=1.[BH4-].[Na+]. (3) Given the product [C:24]([C:23]([CH3:27])([CH3:26])[C:20]1[CH:19]=[C:18]([NH:17][C:3](=[O:5])[C:2]([CH3:1])([S:7]([CH2:10][CH:11]2[CH2:16][CH2:15][O:14][CH2:13][CH2:12]2)(=[O:9])=[O:8])[CH3:6])[O:22][N:21]=1)#[N:25], predict the reactants needed to synthesize it. The reactants are: [CH3:1][C:2]([S:7]([CH2:10][CH:11]1[CH2:16][CH2:15][O:14][CH2:13][CH2:12]1)(=[O:9])=[O:8])([CH3:6])[C:3]([OH:5])=O.[NH2:17][C:18]1[O:22][N:21]=[C:20]([C:23]([CH3:27])([CH3:26])[C:24]#[N:25])[CH:19]=1. (4) Given the product [CH2:4]([O:3][C:1]([NH:2][C@H:18]([C:19]1[CH:32]=[CH:33][C:22]([O:21][CH3:20])=[CH:23][CH:24]=1)[C@H:17]([OH:12])[C:16]([O:37][CH2:34][CH3:35])=[O:15])=[O:11])[C:5]1[CH:6]=[CH:7][CH:8]=[CH:9][CH:10]=1, predict the reactants needed to synthesize it. The reactants are: [C:1](=[O:11])([O:3][CH2:4][C:5]1[CH:10]=[CH:9][CH:8]=[CH:7][CH:6]=1)[NH2:2].[OH-:12].[Na+].Cl[O:15][CH2:16][CH2:17][CH2:18][CH3:19].[CH3:20][O:21][C:22]1[CH:33]=[CH:32]C(C=CC(OC)=O)=[CH:24][CH:23]=1.[CH2:34]([OH:37])[CH2:35]C. (5) Given the product [F:1][C:2]1[CH:7]=[CH:6][CH:5]=[C:4]([F:8])[C:3]=1[N:9]1[C:17]2[CH:16]=[CH:15][N:14]=[C:13]([O:18][CH3:19])[C:12]=2[C:11]([C:20]2[CH:21]=[CH:22][C:23]([N:26]3[CH2:27][CH2:28][NH:29][CH2:30][CH2:31]3)=[CH:24][CH:25]=2)=[N:10]1, predict the reactants needed to synthesize it. The reactants are: [F:1][C:2]1[CH:7]=[CH:6][CH:5]=[C:4]([F:8])[C:3]=1[N:9]1[C:17]2[CH:16]=[CH:15][N:14]=[C:13]([O:18][CH3:19])[C:12]=2[C:11]([C:20]2[CH:25]=[CH:24][C:23]([N:26]3[CH2:31][CH2:30][N:29](C(OC(C)(C)C)=O)[CH2:28][CH2:27]3)=[CH:22][CH:21]=2)=[N:10]1.FC(F)(F)C(O)=O. (6) Given the product [C:1]([N:9]1[CH2:13][CH2:12][CH2:11][C@H:10]1[CH2:14][F:22])(=[O:8])[C:2]1[CH:7]=[CH:6][CH:5]=[CH:4][CH:3]=1, predict the reactants needed to synthesize it. The reactants are: [C:1]([N:9]1[CH2:13][CH2:12][CH2:11][C@H:10]1[CH2:14]O)(=[O:8])[C:2]1[CH:7]=[CH:6][CH:5]=[CH:4][CH:3]=1.C(N(S(F)(F)[F:22])CC)C. (7) Given the product [Br:14][C:15]1[CH:16]=[N:17][CH:18]=[C:19]([CH:22]=1)[C:20](=[NH:21])[NH:13][C:10]1[CH:9]=[CH:8][C:7]([CH3:6])=[CH:12][N:11]=1, predict the reactants needed to synthesize it. The reactants are: C([Li])CCC.[CH3:6][C:7]1[CH:8]=[CH:9][C:10]([NH2:13])=[N:11][CH:12]=1.[Br:14][C:15]1[CH:16]=[N:17][CH:18]=[C:19]([CH:22]=1)[C:20]#[N:21].